Dataset: Full USPTO retrosynthesis dataset with 1.9M reactions from patents (1976-2016). Task: Predict the reactants needed to synthesize the given product. Given the product [Br:23][C:24]1[CH:29]=[C:28]([C:2]2[N:7]=[C:6]([C:8]3[CH:13]=[CH:12][C:11]([C:14]([F:17])([F:16])[F:15])=[C:10]([F:18])[CH:9]=3)[CH:5]=[C:4]([C:19]([F:22])([F:21])[F:20])[N:3]=2)[CH:27]=[CH:26][CH:25]=1, predict the reactants needed to synthesize it. The reactants are: Cl[C:2]1[N:7]=[C:6]([C:8]2[CH:13]=[CH:12][C:11]([C:14]([F:17])([F:16])[F:15])=[C:10]([F:18])[CH:9]=2)[CH:5]=[C:4]([C:19]([F:22])([F:21])[F:20])[N:3]=1.[Br:23][C:24]1[CH:25]=[C:26](B(O)O)[CH:27]=[CH:28][CH:29]=1.